Dataset: Reaction yield outcomes from USPTO patents with 853,638 reactions. Task: Predict the reaction yield, written as a fraction of the theoretical maximum amount of product (1.0 means a 100% yield; for example, 0.34 means a 34% yield). (1) The yield is 0.870. The product is [C:1]([O:5][C:6]([N:8]1[CH2:13][CH2:12][N:11]([C:14]2[CH:19]=[CH:18][CH:17]=[C:16]([NH:20][C:35](=[O:36])[C:34]3[CH:38]=[CH:39][C:31]([F:30])=[CH:32][CH:33]=3)[C:15]=2[C:21]#[N:22])[CH2:10][CH2:9]1)=[O:7])([CH3:4])([CH3:2])[CH3:3]. The reactants are [C:1]([O:5][C:6]([N:8]1[CH2:13][CH2:12][N:11]([C:14]2[CH:19]=[CH:18][CH:17]=[C:16]([NH2:20])[C:15]=2[C:21]#[N:22])[CH2:10][CH2:9]1)=[O:7])([CH3:4])([CH3:3])[CH3:2].CCN(CC)CC.[F:30][C:31]1[CH:39]=[CH:38][C:34]([C:35](Cl)=[O:36])=[CH:33][CH:32]=1. The catalyst is C1COCC1. (2) The reactants are [CH3:1][C:2]1(O)[CH2:6][CH2:5][CH2:4][CH2:3]1.[OH:8][S:9]([OH:12])(=[O:11])=[O:10].[OH:13][OH:14]. No catalyst specified. The yield is 0.700. The product is [OH:11][S:9]([OH:12])(=[O:10])=[O:8].[CH3:1][C:2]1([O:13][O:14][C:2]2([CH3:1])[CH2:6][CH2:5][CH2:4][CH2:3]2)[CH2:6][CH2:5][CH2:4][CH2:3]1. (3) The product is [CH2:7]([N:14]1[CH2:15][CH2:16][N:17]([CH2:20][CH2:21][NH2:22])[CH2:18][CH2:19]1)[C:8]1[CH:9]=[CH:10][CH:11]=[CH:12][CH:13]=1. The catalyst is C1COCC1. The reactants are [H-].[Al+3].[Li+].[H-].[H-].[H-].[CH2:7]([N:14]1[CH2:19][CH2:18][N:17]([CH2:20][C:21]#[N:22])[CH2:16][CH2:15]1)[C:8]1[CH:13]=[CH:12][CH:11]=[CH:10][CH:9]=1.O.O.O.O.O.O.O.O.O.O.S([O-])([O-])(=O)=O.[Na+].[Na+]. The yield is 0.950. (4) The reactants are C([O:5][C:6]([CH:8]1[CH:12]([C:13]2[CH:18]=[CH:17][CH:16]=[C:15]([Cl:19])[C:14]=2[F:20])[C:11]([C:23]2[CH:28]=[CH:27][C:26]([Cl:29])=[CH:25][CH:24]=2)([C:21]#[N:22])[CH:10]([CH2:30][CH:31]2[CH2:36][CH2:35][CH2:34][CH2:33][CH2:32]2)[NH:9]1)=[O:7])(C)(C)C.[F:37][C:38]([F:43])([F:42])[C:39]([OH:41])=[O:40]. The catalyst is ClCCl. The product is [F:37][C:38]([F:43])([F:42])[C:39]([OH:41])=[O:40].[Cl:19][C:15]1[C:14]([F:20])=[C:13]([CH:12]2[C:11]([C:23]3[CH:28]=[CH:27][C:26]([Cl:29])=[CH:25][CH:24]=3)([C:21]#[N:22])[CH:10]([CH2:30][CH:31]3[CH2:36][CH2:35][CH2:34][CH2:33][CH2:32]3)[NH:9][CH:8]2[C:6]([OH:7])=[O:5])[CH:18]=[CH:17][CH:16]=1. The yield is 0.990. (5) The yield is 0.780. The catalyst is CC([O-])=O.CC([O-])=O.[Pd+2].[C-]#N.[C-]#N.[Zn+2]. The product is [O:11]=[C:8]1[C:9]2[C:5](=[CH:4][CH:3]=[C:2]([C:31]#[N:32])[CH:10]=2)[CH2:6][NH:7]1. The reactants are Br[C:2]1[CH:10]=[C:9]2[C:5]([CH2:6][NH:7][C:8]2=[O:11])=[CH:4][CH:3]=1.C1C=CC(P(C2C=CC=CC=2)C2C=CC=CC=2)=CC=1.[CH3:31][N:32](C=O)C. (6) The reactants are [Cl:1][C:2]1[N:7]=[C:6]2[NH:8][N:9]=[C:10]([I:11])[C:5]2=[C:4]([O:12][CH3:13])[N:3]=1.[O:14]1[CH:19]=[CH:18][CH2:17][CH2:16][CH2:15]1.C1(C)C=CC(S([O-])(=O)=O)=CC=1.[NH+]1C=CC=CC=1. The catalyst is C1COCC1.CCOC(C)=O. The product is [Cl:1][C:2]1[N:7]=[C:6]2[N:8]([CH:15]3[CH2:16][CH2:17][CH2:18][CH2:19][O:14]3)[N:9]=[C:10]([I:11])[C:5]2=[C:4]([O:12][CH3:13])[N:3]=1. The yield is 1.00.